This data is from Catalyst prediction with 721,799 reactions and 888 catalyst types from USPTO. The task is: Predict which catalyst facilitates the given reaction. (1) Reactant: [C:1]1([O:11][CH2:12][CH2:13][N:14]2[C:22]3[CH:21]=[CH:20][CH:19]=[CH:18][C:17]=3[C:16]3[CH2:23][CH2:24][N:25](C(OC(C)(C)C)=O)[CH2:26][CH2:27][C:15]2=3)[C:10]2[CH2:9][CH2:8][CH2:7][CH2:6][C:5]=2[CH:4]=[CH:3][CH:2]=1.[ClH:35]. Product: [ClH:35].[C:1]1([O:11][CH2:12][CH2:13][N:14]2[C:22]3[CH:21]=[CH:20][CH:19]=[CH:18][C:17]=3[C:16]3[CH2:23][CH2:24][NH:25][CH2:26][CH2:27][C:15]2=3)[C:10]2[CH2:9][CH2:8][CH2:7][CH2:6][C:5]=2[CH:4]=[CH:3][CH:2]=1. The catalyst class is: 817. (2) Reactant: [CH3:1][C:2]1[CH:3]=[C:4]([OH:15])[C:5]([C:9]2[CH:10]=[N:11][CH:12]=[CH:13][CH:14]=2)=[N:6][C:7]=1[CH3:8].[CH2:16]([O:23][C:24]1[CH:33]=[C:32]2[C:27]([C:28](Cl)=[CH:29][CH:30]=[N:31]2)=[CH:26][C:25]=1[O:35][CH3:36])[C:17]1[CH:22]=[CH:21][CH:20]=[CH:19][CH:18]=1.O. Product: [CH2:16]([O:23][C:24]1[CH:33]=[C:32]2[C:27]([C:28]([O:15][C:4]3[C:5]([C:9]4[CH:10]=[N:11][CH:12]=[CH:13][CH:14]=4)=[N:6][C:7]([CH3:8])=[C:2]([CH3:1])[CH:3]=3)=[CH:29][CH:30]=[N:31]2)=[CH:26][C:25]=1[O:35][CH3:36])[C:17]1[CH:18]=[CH:19][CH:20]=[CH:21][CH:22]=1. The catalyst class is: 420. (3) Reactant: [C:1]([O:5][C:6]([N:8]1[CH2:13][CH2:12][N:11]([C:14]2[C:19]([Cl:20])=[CH:18][C:17]([C:21](=[O:26])N(OC)C)=[CH:16][N:15]=2)[CH2:10][CH2:9]1)=[O:7])([CH3:4])([CH3:3])[CH3:2].C[Mg+].[Br-].[C:30]([O-])(O)=O.[Na+].CCOC(C)=O. Product: [C:1]([O:5][C:6]([N:8]1[CH2:13][CH2:12][N:11]([C:14]2[C:19]([Cl:20])=[CH:18][C:17]([C:21](=[O:26])[CH3:30])=[CH:16][N:15]=2)[CH2:10][CH2:9]1)=[O:7])([CH3:4])([CH3:2])[CH3:3]. The catalyst class is: 1. (4) Reactant: [CH3:1][C:2]([CH3:8])([CH3:7])[CH2:3][C:4](Cl)=[O:5].[Br:9][C:10]1[CH:15]=[CH:14][C:13]([NH2:16])=[C:12]([CH3:17])[CH:11]=1.O. The catalyst class is: 10. Product: [Br:9][C:10]1[CH:15]=[CH:14][C:13]([NH:16][C:4](=[O:5])[CH2:3][C:2]([CH3:8])([CH3:7])[CH3:1])=[C:12]([CH3:17])[CH:11]=1. (5) Reactant: [CH2:1]([NH2:8])[C:2]1[CH:7]=[CH:6][CH:5]=[CH:4][CH:3]=1.[C:9](O)(=O)[CH3:10].[CH2:13]=[O:14]. Product: [CH2:1]([N:8]1[CH2:10][CH:9]2[C:13](=[O:14])[CH:2]([CH2:3][CH2:4]2)[CH2:1]1)[C:2]1[CH:7]=[CH:6][CH:5]=[CH:4][CH:3]=1. The catalyst class is: 5.